From a dataset of Catalyst prediction with 721,799 reactions and 888 catalyst types from USPTO. Predict which catalyst facilitates the given reaction. (1) Reactant: [CH3:1][N:2]1[C:10]2[C@@:9]3([CH3:14])[C:11]([CH3:13])([CH3:12])[C@H:6]([CH2:7][CH2:8]3)[C:5]=2[C:4](=[O:15])[NH:3]1.Br[CH2:17][C:18]1[CH:27]=[CH:26][CH:25]=[CH:24][C:19]=1[C:20]([O:22][CH3:23])=[O:21]. Product: [CH3:23][O:22][C:20](=[O:21])[C:19]1[CH:24]=[CH:25][CH:26]=[CH:27][C:18]=1[CH2:17][N:3]1[C:4](=[O:15])[C:5]2[C@@H:6]3[C:11]([CH3:12])([CH3:13])[C@@:9]([CH3:14])([CH2:8][CH2:7]3)[C:10]=2[N:2]1[CH3:1]. The catalyst class is: 9. (2) The catalyst class is: 2. Product: [C:12]([O:11][C:9](=[O:10])[N:22]([CH2:21][CH2:20][O:19][C:18]1[CH:40]=[CH:41][C:42]([Cl:44])=[CH:43][C:17]=1[Br:16])[CH2:23][CH2:24][NH:25][S:26]([C:29]1[C:30]2[CH:31]=[CH:32][N:33]=[C:34]([OH:39])[C:35]=2[CH:36]=[CH:37][CH:38]=1)(=[O:28])=[O:27])([CH3:13])([CH3:14])[CH3:15]. Reactant: [C:9](O[C:9]([O:11][C:12]([CH3:15])([CH3:14])[CH3:13])=[O:10])([O:11][C:12]([CH3:15])([CH3:14])[CH3:13])=[O:10].[Br:16][C:17]1[CH:43]=[C:42]([Cl:44])[CH:41]=[CH:40][C:18]=1[O:19][CH2:20][CH2:21][NH:22][CH2:23][CH2:24][NH:25][S:26]([C:29]1[C:30]2[CH:31]=[CH:32][N:33]=[C:34]([OH:39])[C:35]=2[CH:36]=[CH:37][CH:38]=1)(=[O:28])=[O:27].CO. (3) Reactant: [F:1][C:2]([F:12])([F:11])[C:3]1[CH:4]=[C:5]([CH2:9][NH2:10])[CH:6]=[CH:7][CH:8]=1.[Cl:13][C:14]1[CH:19]=[CH:18][CH:17]=[CH:16][C:15]=1[CH2:20][N:21]1[C:26](=[O:27])[C:25]([C:28]([NH:30][CH2:31][C:32]([O:34]CC)=[O:33])=[O:29])=[C:24]([OH:37])[C:23]([C:38](OC)=[O:39])=[C:22]1[OH:42]. Product: [Cl:13][C:14]1[CH:19]=[CH:18][CH:17]=[CH:16][C:15]=1[CH2:20][N:21]1[C:22]([OH:42])=[C:23]([C:38]([NH:10][CH2:9][C:5]2[CH:6]=[CH:7][CH:8]=[C:3]([C:2]([F:11])([F:12])[F:1])[CH:4]=2)=[O:39])[C:24]([OH:37])=[C:25]([C:28]([NH:30][CH2:31][C:32]([OH:34])=[O:33])=[O:29])[C:26]1=[O:27]. The catalyst class is: 22. (4) Reactant: [C:1]([NH:4][C:5]1[CH:10]=[CH:9][CH:8]=[CH:7][C:6]=1OS(C1C=CC(C)=CC=1)(=O)=O)(=[O:3])[CH3:2].[C:22]([C:24]1[CH:29]=[CH:28][C:27]([NH2:30])=[CH:26][CH:25]=1)#[CH:23]. Product: [NH2:30][C:27]1[CH:28]=[CH:29][C:24]([C:22]#[C:23][C:6]2[CH:7]=[CH:8][CH:9]=[CH:10][C:5]=2[NH:4][C:1](=[O:3])[CH3:2])=[CH:25][CH:26]=1. The catalyst class is: 243. (5) Reactant: C(OC([N:8]1[CH2:33][CH2:32][C:11]2([CH2:14][N:13]([C@H:15]3[C:23]4[C:18](=[CH:19][C:20]([C:24]5[CH:29]=[CH:28][C:27]([C:30]#[N:31])=[CH:26][N:25]=5)=[CH:21][CH:22]=4)[CH2:17][CH2:16]3)[CH2:12]2)[CH2:10][CH2:9]1)=O)(C)(C)C.[ClH:34]. Product: [ClH:34].[ClH:34].[CH2:12]1[C:11]2([CH2:10][CH2:9][NH:8][CH2:33][CH2:32]2)[CH2:14][N:13]1[C@H:15]1[C:23]2[C:18](=[CH:19][C:20]([C:24]3[CH:29]=[CH:28][C:27]([C:30]#[N:31])=[CH:26][N:25]=3)=[CH:21][CH:22]=2)[CH2:17][CH2:16]1. The catalyst class is: 12. (6) Reactant: [I:1]([OH:5])(=[O:4])(=[O:3])=[O:2].[O-2:6].[O-2].[O-2].[Cr+6:9].[C:10]([O:14][C@@H:15]([C:18]1[C:19]([C:30]2[CH:35]=[CH:34][C:33]([Cl:36])=[CH:32][CH:31]=2)=[C:20]2[C:25](=[CH:26][C:27]=1[CH3:28])[NH:24][C:23](=[O:29])[CH:22]=[CH:21]2)[CH2:16][OH:17])([CH3:13])([CH3:12])[CH3:11]. Product: [I:1]([OH:5])(=[O:4])(=[O:3])=[O:2].[O-2:14].[O-2:6].[O-2:2].[Cr+6:9].[C:10]([O:14][C@@H:15]([C:18]1[C:19]([C:30]2[CH:31]=[CH:32][C:33]([Cl:36])=[CH:34][CH:35]=2)=[C:20]2[C:25](=[CH:26][C:27]=1[CH3:28])[NH:24][C:23](=[O:29])[CH:22]=[CH:21]2)[C:16]([OH:6])=[O:17])([CH3:13])([CH3:11])[CH3:12]. The catalyst class is: 10. (7) Reactant: [H-].[Na+].[C:3]([CH2:5][C:6]([NH2:8])=[O:7])#[N:4].CN([CH:12]=[C:13]([C:19](=O)[CH2:20][CH3:21])[C:14]([O:16][CH2:17][CH3:18])=[O:15])C.Cl. Product: [C:3]([C:5]1[C:6](=[O:7])[NH:8][C:19]([CH2:20][CH3:21])=[C:13]([C:14]([O:16][CH2:17][CH3:18])=[O:15])[CH:12]=1)#[N:4]. The catalyst class is: 20.